From a dataset of Catalyst prediction with 721,799 reactions and 888 catalyst types from USPTO. Predict which catalyst facilitates the given reaction. (1) Reactant: [Cl:1][C:2]1[CH:7]=[CH:6][C:5]([C:8]2[S:16][C:15]3[C:14](=[O:17])[N:13]([C:18]4[CH:23]=[CH:22][C:21]([O:24][CH2:25][C:26]([OH:29])([CH3:28])[CH3:27])=[C:20]([O:30][CH3:31])[CH:19]=4)[CH:12]=[N:11][C:10]=3[CH:9]=2)=[CH:4][CH:3]=1.C([O:36][C:37](=[O:42])[CH2:38][C:39](O)=[O:40])(C)(C)C.C(N=C=NC(C)C)(C)C. Product: [Cl:1][C:2]1[CH:7]=[CH:6][C:5]([C:8]2[S:16][C:15]3[C:14](=[O:17])[N:13]([C:18]4[CH:23]=[CH:22][C:21]([O:24][CH2:25][C:26]([CH3:28])([O:29][C:39](=[O:40])[CH2:38][C:37]([OH:42])=[O:36])[CH3:27])=[C:20]([O:30][CH3:31])[CH:19]=4)[CH:12]=[N:11][C:10]=3[CH:9]=2)=[CH:4][CH:3]=1. The catalyst class is: 2. (2) Reactant: [N:1]1[N:12]2[C:4]([N:5]=[C:6]3[C:10](=[C:11]2[C:13]2[CH:18]=[CH:17][C:16]([OH:19])=[CH:15][CH:14]=2)[CH2:9][CH2:8][CH2:7]3)=[CH:3][CH:2]=1.[Na+].[I-:21].[OH-].[Na+].[O-]Cl.[Na+]. Product: [N:1]1[N:12]2[C:4]([N:5]=[C:6]3[C:10](=[C:11]2[C:13]2[CH:18]=[CH:17][C:16]([OH:19])=[C:15]([I:21])[CH:14]=2)[CH2:9][CH2:8][CH2:7]3)=[CH:3][CH:2]=1. The catalyst class is: 5.